Dataset: Full USPTO retrosynthesis dataset with 1.9M reactions from patents (1976-2016). Task: Predict the reactants needed to synthesize the given product. (1) Given the product [Br:1][C:2]1[CH:3]=[C:4]([C:15]([F:17])([F:16])[F:18])[C:5]2[N:6]([C:8]([Cl:19])=[C:9]([CH2:11][C:12]([OH:14])=[O:13])[N:10]=2)[CH:7]=1, predict the reactants needed to synthesize it. The reactants are: [Br:1][C:2]1[CH:3]=[C:4]([C:15]([F:18])([F:17])[F:16])[C:5]2[N:6]([CH:8]=[C:9]([CH2:11][C:12]([OH:14])=[O:13])[N:10]=2)[CH:7]=1.[Cl:19]N1C(=O)CCC1=O. (2) Given the product [CH:1]1([CH2:6][CH:7]([N:11]2[C:16](=[O:17])[CH:15]=[C:14]([O:18][C:19]3[C:20]([F:26])=[CH:21][CH:22]=[CH:23][C:24]=3[F:25])[CH:13]=[N:12]2)[C:8]([NH:27][C:28]2[CH:32]=[CH:31][N:30]([CH2:33][C:34]([OH:36])([CH3:35])[CH3:37])[N:29]=2)=[O:9])[CH2:2][CH2:3][CH2:4][CH2:5]1, predict the reactants needed to synthesize it. The reactants are: [CH:1]1([CH2:6][CH:7]([N:11]2[C:16](=[O:17])[CH:15]=[C:14]([O:18][C:19]3[C:24]([F:25])=[CH:23][CH:22]=[CH:21][C:20]=3[F:26])[CH:13]=[N:12]2)[C:8](O)=[O:9])[CH2:5][CH2:4][CH2:3][CH2:2]1.[NH2:27][C:28]1[CH:32]=[CH:31][N:30]([CH2:33][C:34]([CH3:37])([OH:36])[CH3:35])[N:29]=1. (3) Given the product [CH2:46]([O:48][C:49]([N:51]1[CH2:56][CH2:55][N:54]([C:57](=[O:60])[CH2:58][NH:59][C:12]([C:10]2[N:11]=[C:7]([C:1]3[CH:2]=[CH:3][CH:4]=[CH:5][CH:6]=3)[S:8][CH:9]=2)=[O:14])[CH2:53][CH2:52]1)=[O:50])[CH3:47], predict the reactants needed to synthesize it. The reactants are: [C:1]1([C:7]2[S:8][CH:9]=[C:10]([C:12]([OH:14])=O)[N:11]=2)[CH:6]=[CH:5][CH:4]=[CH:3][CH:2]=1.CCN(C(C)C)C(C)C.CN(C(ON1N=NC2C=CC=CC1=2)=[N+](C)C)C.[B-](F)(F)(F)F.[CH2:46]([O:48][C:49]([N:51]1[CH2:56][CH2:55][N:54]([C:57](=[O:60])[CH2:58][NH2:59])[CH2:53][CH2:52]1)=[O:50])[CH3:47]. (4) The reactants are: CNC1C=C(C(N2CCCC(C3C=CC(C(F)(F)F)=CC=3)C2)=O)C=CN=1.Cl.[CH3:28][N:29]([CH3:39])[C:30]1[CH:31]=[C:32]([CH:36]=[CH:37][N:38]=1)[C:33]([OH:35])=O.Cl.[CH3:41][O:42][C:43]1[CH:48]=[CH:47][C:46]([CH:49]2[CH2:54][CH2:53][CH2:52][NH:51][CH2:50]2)=[C:45]([C:55]([F:58])([F:57])[F:56])[CH:44]=1. Given the product [CH3:41][O:42][C:43]1[CH:48]=[CH:47][C:46]([CH:49]2[CH2:54][CH2:53][CH2:52][N:51]([C:33]([C:32]3[CH:36]=[CH:37][N:38]=[C:30]([N:29]([CH3:28])[CH3:39])[CH:31]=3)=[O:35])[CH2:50]2)=[C:45]([C:55]([F:58])([F:56])[F:57])[CH:44]=1, predict the reactants needed to synthesize it. (5) Given the product [CH:1]([C:4]1[C:8]([CH:9]=[O:10])=[CH:7][N:6]([C:11]2[CH:16]=[CH:15][C:14]([C:17]([F:19])([F:20])[F:18])=[CH:13][CH:12]=2)[N:5]=1)([CH3:3])[CH3:2], predict the reactants needed to synthesize it. The reactants are: [CH:1]([C:4]1[C:8]([CH2:9][OH:10])=[CH:7][N:6]([C:11]2[CH:16]=[CH:15][C:14]([C:17]([F:20])([F:19])[F:18])=[CH:13][CH:12]=2)[N:5]=1)([CH3:3])[CH3:2]. (6) Given the product [CH:14]1[C:23]2[C:18](=[CH:19][CH:20]=[CH:21][CH:22]=2)[CH:17]=[C:16]([NH:24][C:2]2[CH:7]=[C:6]([CH2:8][N:9]3[CH2:13][CH2:12][CH2:11][CH2:10]3)[CH:5]=[CH:4][N:3]=2)[N:15]=1, predict the reactants needed to synthesize it. The reactants are: Cl[C:2]1[CH:7]=[C:6]([CH2:8][N:9]2[CH2:13][CH2:12][CH2:11][CH2:10]2)[CH:5]=[CH:4][N:3]=1.[CH:14]1[C:23]2[C:18](=[CH:19][CH:20]=[CH:21][CH:22]=2)[CH:17]=[C:16]([NH2:24])[N:15]=1.C(=O)([O-])[O-].[Cs+].[Cs+].CC1(C)C2C(=C(P(C3C=CC=CC=3)C3C=CC=CC=3)C=CC=2)OC2C(P(C3C=CC=CC=3)C3C=CC=CC=3)=CC=CC1=2. (7) Given the product [CH3:28][N:26]([CH2:25][C:17]1[N:16]([CH2:2][C:3]2[C:12]3[C:7](=[C:8]([F:14])[C:9]([F:13])=[CH:10][CH:11]=3)[NH:6][C:5](=[O:15])[CH:4]=2)[C:20]2[CH:21]=[CH:22][CH:23]=[CH:24][C:19]=2[N:18]=1)[CH3:27], predict the reactants needed to synthesize it. The reactants are: Br[CH2:2][C:3]1[C:12]2[C:7](=[C:8]([F:14])[C:9]([F:13])=[CH:10][CH:11]=2)[NH:6][C:5](=[O:15])[CH:4]=1.[NH:16]1[C:20]2[CH:21]=[CH:22][CH:23]=[CH:24][C:19]=2[N:18]=[C:17]1[CH2:25][N:26]([CH3:28])[CH3:27]. (8) Given the product [Cl:1][C:2]1[CH:3]=[C:4]([C:8]2[O:12][N:11]=[C:10]([CH2:13][CH:14]3[CH2:19][CH2:18][CH2:17][N:16]4[C:21]([C:22]5[CH:27]=[CH:26][N:25]=[CH:24][CH:23]=5)=[N:29][N:30]=[C:15]34)[N:9]=2)[CH:5]=[CH:6][CH:7]=1, predict the reactants needed to synthesize it. The reactants are: [Cl:1][C:2]1[CH:3]=[C:4]([C:8]2[O:12][N:11]=[C:10]([CH2:13][CH:14]3[CH2:19][CH2:18][CH2:17][NH:16][C:15]3=O)[N:9]=2)[CH:5]=[CH:6][CH:7]=1.[C:21]([NH:29][NH2:30])(=O)[C:22]1[CH:27]=[CH:26][N:25]=[CH:24][CH:23]=1. (9) Given the product [N:1]1[C:10]2[C:5](=[CH:6][C:7]([O:11][S:13]([C:16]([F:19])([F:18])[F:17])(=[O:14])=[O:12])=[CH:8][CH:9]=2)[CH:4]=[CH:3][CH:2]=1, predict the reactants needed to synthesize it. The reactants are: [N:1]1[C:10]2[C:5](=[CH:6][C:7]([OH:11])=[CH:8][CH:9]=2)[CH:4]=[CH:3][CH:2]=1.[O:12](S(C(F)(F)F)(=O)=O)[S:13]([C:16]([F:19])([F:18])[F:17])(=O)=[O:14]. (10) Given the product [C:15]([O:34][C:11]([NH:13][CH2:14][CH:15]1[CH2:16][CH2:17][N:18]([CH2:21][C:22]2([C:26]([OH:28])=[O:27])[CH2:23][CH2:24][CH2:25]2)[CH2:19][CH2:20]1)=[O:12])([CH3:20])([CH3:16])[CH3:14], predict the reactants needed to synthesize it. The reactants are: FC1C=C2C(C3(CCCC3)C(=O)N2[C:11]([NH:13][CH2:14][CH:15]2[CH2:20][CH2:19][N:18]([CH2:21][C:22]3([C:26]([OH:28])=[O:27])[CH2:25][CH2:24][CH2:23]3)[CH2:17][CH2:16]2)=[O:12])=CC=1.[OH-:34].[Na+].Cl.